This data is from Full USPTO retrosynthesis dataset with 1.9M reactions from patents (1976-2016). The task is: Predict the reactants needed to synthesize the given product. (1) Given the product [C:10]([O:9][C:8]([NH:7][CH:4]1[CH2:3][CH2:2][N:1]([CH2:18][C:17]([O:16][CH3:15])=[O:20])[CH2:6][CH2:5]1)=[O:14])([CH3:11])([CH3:13])[CH3:12], predict the reactants needed to synthesize it. The reactants are: [NH:1]1[CH2:6][CH2:5][CH:4]([NH:7][C:8](=[O:14])[O:9][C:10]([CH3:13])([CH3:12])[CH3:11])[CH2:3][CH2:2]1.[CH3:15][O:16][C:17](=[O:20])[CH2:18]Br.C([O-])([O-])=O.[K+].[K+].O. (2) Given the product [CH:16]1([N:19]2[CH:24]=[C:23]([CH2:25][CH2:26][N:6]3[C:7]4[CH:8]=[CH:9][C:10]([CH3:13])=[CH:11][C:12]=4[C:4]4[CH2:3][N:2]([CH3:1])[CH2:15][CH2:14][C:5]3=4)[CH:22]=[CH:21][C:20]2=[O:27])[CH2:18][CH2:17]1, predict the reactants needed to synthesize it. The reactants are: [CH3:1][N:2]1[CH2:15][CH2:14][C:5]2[NH:6][C:7]3[CH:8]=[CH:9][C:10]([CH3:13])=[CH:11][C:12]=3[C:4]=2[CH2:3]1.[CH:16]1([N:19]2[CH:24]=[C:23]([CH:25]=[CH2:26])[CH:22]=[CH:21][C:20]2=[O:27])[CH2:18][CH2:17]1.[OH-].[K+]. (3) Given the product [C@@H:6]1([N:14]2[CH:18]=[C:17]([CH3:23])[CH:16]=[C:15]2[N+:20]([O-:22])=[O:21])[O:11][C@H:10]([CH2:12][OH:13])[C@@H:8]([OH:9])[CH2:7]1, predict the reactants needed to synthesize it. The reactants are: C[Sn](C)(C)C.[C@@H:6]1([N:14]2[CH:18]=[C:17](I)[CH:16]=[C:15]2[N+:20]([O-:22])=[O:21])[O:11][C@H:10]([CH2:12][OH:13])[C@@H:8]([OH:9])[CH2:7]1.[C:23]1([As](C2C=CC=CC=2)C2C=CC=CC=2)C=CC=CC=1. (4) Given the product [N:32]1[CH:37]=[C:36]([C:6]2[CH:7]=[C:8]([C:12]3([C:22]4[CH:23]=[N:24][C:25]([C:28]([F:29])([F:30])[F:31])=[CH:26][CH:27]=4)[C:20]4[C:15](=[CH:16][CH:17]=[CH:18][CH:19]=4)[C:14]([NH2:21])=[N:13]3)[CH:9]=[CH:10][CH:11]=2)[CH:35]=[N:34][CH:33]=1, predict the reactants needed to synthesize it. The reactants are: C(O)(=O)C.Br[C:6]1[CH:7]=[C:8]([C:12]2([C:22]3[CH:23]=[N:24][C:25]([C:28]([F:31])([F:30])[F:29])=[CH:26][CH:27]=3)[C:20]3[C:15](=[CH:16][CH:17]=[CH:18][CH:19]=3)[C:14]([NH2:21])=[N:13]2)[CH:9]=[CH:10][CH:11]=1.[N:32]1[CH:37]=[C:36](B(O)O)[CH:35]=[N:34][CH:33]=1.C(=O)([O-])[O-].[Cs+].[Cs+]. (5) Given the product [NH2:1][C:4]1[CH:9]=[CH:8][C:7]([C:10]([F:12])([F:11])[F:13])=[CH:6][C:5]=1[S:14]([NH:17][C:18]1[CH:19]=[CH:20][CH:21]=[C:22]2[C:27]=1[N:26]=[CH:25][CH:24]=[CH:23]2)(=[O:15])=[O:16], predict the reactants needed to synthesize it. The reactants are: [N+:1]([C:4]1[CH:9]=[CH:8][C:7]([C:10]([F:13])([F:12])[F:11])=[CH:6][C:5]=1[S:14]([NH:17][C:18]1[CH:19]=[CH:20][CH:21]=[C:22]2[C:27]=1[N:26]=[CH:25][CH:24]=[CH:23]2)(=[O:16])=[O:15])([O-])=O.Cl[Sn]Cl. (6) The reactants are: [Na:1].[CH2:2]1[O:4][CH2:3]1.[C:5]([OH:10])(=[O:9])[C:6]([CH3:8])=[CH2:7].[CH2:11]=[CH:12][C:13]1[CH:18]=[CH:17][CH:16]=[CH:15][CH:14]=1.[C:19]([O:23][CH2:24][CH2:25][CH2:26][CH3:27])(=[O:22])[CH:20]=[CH2:21].S(OOS([O-])(=O)=O)([O-])(=O)=O.[NH4+].[NH4+].S([O-])([O-])(=O)=O.[NH4+].[NH4+]. Given the product [CH:11]([CH2:7][C:6](=[CH2:8])[C:5]([OH:10])=[O:9])=[CH:12][C:13]1[CH:18]=[CH:17][CH:16]=[CH:15][CH:14]=1.[C:19]([O:23][CH2:24][CH2:25][CH2:26][CH3:27])(=[O:22])[CH:20]=[CH2:21].[Na:1].[CH2:3]1[O:4][CH2:2]1.[C:5]([OH:10])(=[O:9])[C:6]([CH3:8])=[CH2:7], predict the reactants needed to synthesize it. (7) Given the product [Cl:15][C:16]1[CH:22]=[CH:21][C:19]([NH:20][C:12]([C:9]2[O:10][C:11]3[C:3]([O:2][CH3:1])=[CH:4][CH:5]=[CH:6][C:7]=3[CH:8]=2)=[O:14])=[CH:18][CH:17]=1, predict the reactants needed to synthesize it. The reactants are: [CH3:1][O:2][C:3]1[C:11]2[O:10][C:9]([C:12]([OH:14])=O)=[CH:8][C:7]=2[CH:6]=[CH:5][CH:4]=1.[Cl:15][C:16]1[CH:22]=[CH:21][C:19]([NH2:20])=[CH:18][CH:17]=1.